Task: Regression. Given a peptide amino acid sequence and an MHC pseudo amino acid sequence, predict their binding affinity value. This is MHC class II binding data.. Dataset: Peptide-MHC class II binding affinity with 134,281 pairs from IEDB (1) The peptide sequence is EKQYFAATQFEPLAA. The MHC is DRB1_1001 with pseudo-sequence DRB1_1001. The binding affinity (normalized) is 0.591. (2) The peptide sequence is TTSVIPAARLFKAFI. The MHC is DRB1_1101 with pseudo-sequence DRB1_1101. The binding affinity (normalized) is 0.781.